Dataset: Catalyst prediction with 721,799 reactions and 888 catalyst types from USPTO. Task: Predict which catalyst facilitates the given reaction. (1) Reactant: Br[C:2]1[CH:7]=[CH:6][C:5]([O:8][C:9]([F:12])([F:11])[F:10])=[CH:4][C:3]=1[O:13][CH3:14].C([Li])CCC.[C:20](=[O:22])=[O:21].O. Product: [CH3:14][O:13][C:3]1[CH:4]=[C:5]([O:8][C:9]([F:12])([F:11])[F:10])[CH:6]=[CH:7][C:2]=1[C:20]([OH:22])=[O:21]. The catalyst class is: 27. (2) Reactant: CC1[O:3][C@H:4]([C:10]([O:12]CC)=[O:11])[C@H:5]([CH2:7][CH2:8][CH3:9])[N:6]=1.Cl.C1(C)C=CC=CC=1.[C:31](O[C:31]([O:33][C:34]([CH3:37])([CH3:36])[CH3:35])=[O:32])([O:33][C:34]([CH3:37])([CH3:36])[CH3:35])=[O:32]. Product: [C:34]([O:33][C:31]([NH:6][C@@H:5]([CH2:7][CH2:8][CH3:9])[C@H:4]([OH:3])[C:10]([OH:12])=[O:11])=[O:32])([CH3:35])([CH3:36])[CH3:37]. The catalyst class is: 84.